This data is from TCR-epitope binding with 47,182 pairs between 192 epitopes and 23,139 TCRs. The task is: Binary Classification. Given a T-cell receptor sequence (or CDR3 region) and an epitope sequence, predict whether binding occurs between them. (1) The epitope is FLPRVFSAV. The TCR CDR3 sequence is CASSQGLGSGYGYTF. Result: 1 (the TCR binds to the epitope). (2) The epitope is KRWIIMGLNK. The TCR CDR3 sequence is CSARGGERFYEQYF. Result: 1 (the TCR binds to the epitope). (3) The epitope is RLRAEAQVK. The TCR CDR3 sequence is CASSHLGSGQQETQYF. Result: 0 (the TCR does not bind to the epitope). (4) The epitope is TPQDLNTML. The TCR CDR3 sequence is CASSPVTGGGSGANVLTF. Result: 0 (the TCR does not bind to the epitope). (5) The epitope is CTELKLSDY. The TCR CDR3 sequence is CAWSLPASYEQYF. Result: 0 (the TCR does not bind to the epitope). (6) The epitope is VLQAVGACV. The TCR CDR3 sequence is CASSLSYDLNNEQFF. Result: 0 (the TCR does not bind to the epitope). (7) The epitope is ATDALMTGY. The TCR CDR3 sequence is CASSHRASGGDTQYF. Result: 0 (the TCR does not bind to the epitope). (8) The epitope is HTDFSSEIIGY. The TCR CDR3 sequence is CASSPTRPVEQYF. Result: 0 (the TCR does not bind to the epitope). (9) The epitope is DPFRLLQNSQVFS. The TCR CDR3 sequence is CASSRPSTPNTEAFF. Result: 1 (the TCR binds to the epitope).